From a dataset of Forward reaction prediction with 1.9M reactions from USPTO patents (1976-2016). Predict the product of the given reaction. (1) Given the reactants Br[C:2]1[CH:3]=[C:4]([C:8]2[N:9]=[C:10]([CH:20]([CH3:22])[CH3:21])[NH:11][C:12]=2[C:13]2[CH:18]=[CH:17][CH:16]=[C:15]([CH3:19])[N:14]=2)[CH:5]=[CH:6][CH:7]=1.[CH3:23][N:24]1[CH2:29][CH2:28][CH:27]([NH:30][C:31](=[O:47])[C:32]2[CH:37]=[CH:36][C:35](B3OC(C)(C)C(C)(C)O3)=[CH:34][CH:33]=2)[CH2:26][CH2:25]1.O.[CH3:49]OCCOC, predict the reaction product. The product is: [CH:20]([C:10]1[NH:9][C:8]([C:4]2[CH:3]=[C:2]([C:34]3[CH:35]=[CH:36][C:37]([CH2:32][C:31]([NH:30][CH:27]4[CH2:26][CH2:25][N:24]([CH3:23])[CH2:29][CH2:28]4)=[O:47])=[CH:49][CH:33]=3)[CH:7]=[CH:6][CH:5]=2)=[C:12]([C:13]2[CH:18]=[CH:17][CH:16]=[C:15]([CH3:19])[N:14]=2)[N:11]=1)([CH3:22])[CH3:21]. (2) Given the reactants [F:1][C:2]1[CH:7]=[CH:6][C:5]([N:8]2[CH2:13][CH2:12][N:11]([C:14]3[N:19]=[C:18]([CH3:20])[NH:17][C:16](=[O:21])[C:15]=3[N+:22]([O-:24])=[O:23])[CH2:10][CH2:9]2)=[CH:4][CH:3]=1.Br[CH:26]([CH3:28])[CH3:27].[I-].[K+].C(=O)([O-])[O-].[K+].[K+], predict the reaction product. The product is: [F:1][C:2]1[CH:7]=[CH:6][C:5]([N:8]2[CH2:9][CH2:10][N:11]([C:14]3[C:15]([N+:22]([O-:24])=[O:23])=[C:16]([O:21][CH:26]([CH3:28])[CH3:27])[N:17]=[C:18]([CH3:20])[N:19]=3)[CH2:12][CH2:13]2)=[CH:4][CH:3]=1.